From a dataset of Forward reaction prediction with 1.9M reactions from USPTO patents (1976-2016). Predict the product of the given reaction. (1) Given the reactants [C:1]([CH2:3][C:4]1[CH:9]=[CH:8][N:7]=[CH:6][CH:5]=1)#[N:2].[I:10][CH2:11][CH2:12][C:13]([OH:15])=[O:14], predict the reaction product. The product is: [I-:10].[C:13]([CH2:12][CH2:11][N+:7]1[CH:8]=[CH:9][C:4]([CH2:3][C:1]#[N:2])=[CH:5][CH:6]=1)([OH:15])=[O:14]. (2) Given the reactants [Cl:1][C:2]1[C:11]2[CH2:10][N:9]([C@H:12]([C:16]([CH3:19])([CH3:18])[CH3:17])[C:13]([OH:15])=O)[C:8](=[O:20])[C:7]3=[CH:21][NH:22][C:5]([C:6]=23)=[N:4][CH:3]=1.[NH2:23][CH2:24][CH2:25][C:26]#[N:27].C1C=CC2N(O)N=NC=2C=1.C(Cl)CCl, predict the reaction product. The product is: [Cl:1][C:2]1[C:11]2[CH2:10][N:9]([C@H:12]([C:16]([CH3:17])([CH3:19])[CH3:18])[C:13]([NH:27][CH2:26][CH2:25][C:24]#[N:23])=[O:15])[C:8](=[O:20])[C:7]3=[CH:21][NH:22][C:5]([C:6]=23)=[N:4][CH:3]=1. (3) Given the reactants [F:1][C:2]1[CH:3]=[C:4]([C:8]2([CH2:29][CH2:30][N:31]3[C@H:36]4[CH2:37][CH2:38][C@@H:32]3[CH2:33][CH:34]([N:39]3[C:43]5[CH:44]=[CH:45][CH:46]=[CH:47][C:42]=5[N:41]=[C:40]3[CH3:48])[CH2:35]4)[CH2:13][CH2:12][N:11]([C:14]([C:16]([NH:21]C(=O)OC(C)(C)C)([CH3:20])[CH:17]([CH3:19])[CH3:18])=[O:15])[CH2:10][CH2:9]2)[CH:5]=[CH:6][CH:7]=1.Cl, predict the reaction product. The product is: [F:1][C:2]1[CH:3]=[C:4]([C:8]2([CH2:29][CH2:30][N:31]3[C@H:36]4[CH2:37][CH2:38][C@@H:32]3[CH2:33][CH:34]([N:39]3[C:43]5[CH:44]=[CH:45][CH:46]=[CH:47][C:42]=5[N:41]=[C:40]3[CH3:48])[CH2:35]4)[CH2:13][CH2:12][N:11]([C:14](=[O:15])[C:16]([CH3:20])([NH2:21])[CH:17]([CH3:18])[CH3:19])[CH2:10][CH2:9]2)[CH:5]=[CH:6][CH:7]=1. (4) Given the reactants [Br:1][C:2]1[CH:3]=[C:4]([CH:7]=[CH:8][C:9]=1[F:10])[CH:5]=[O:6].O.[C:12]1(C)C=CC(S(O)(=O)=O)=CC=1.[C:23](=[O:26])([O-])O.[Na+], predict the reaction product. The product is: [CH3:12][O:6][CH:5]([O:26][CH3:23])[C:4]1[CH:7]=[CH:8][C:9]([F:10])=[C:2]([Br:1])[CH:3]=1. (5) The product is: [CH3:18][N:19]([CH3:20])[S:2]([CH2:5][C@H:6]([CH3:17])[C:7]([O:9][CH2:10][C:11]1[CH:16]=[CH:15][CH:14]=[CH:13][CH:12]=1)=[O:8])(=[O:4])=[O:3]. Given the reactants Cl[S:2]([CH2:5][C@H:6]([CH3:17])[C:7]([O:9][CH2:10][C:11]1[CH:16]=[CH:15][CH:14]=[CH:13][CH:12]=1)=[O:8])(=[O:4])=[O:3].[CH3:18][NH:19][CH3:20], predict the reaction product. (6) Given the reactants [CH3:1][C:2]([C:4]1[CH:9]=[CH:8][C:7](S(C)(=O)=O)=[CH:6][CH:5]=1)=[O:3].BrBr, predict the reaction product. The product is: [C:2]([C:4]1[CH:9]=[CH:8][CH:7]=[CH:6][CH:5]=1)(=[O:3])[CH3:1].